Dataset: Full USPTO retrosynthesis dataset with 1.9M reactions from patents (1976-2016). Task: Predict the reactants needed to synthesize the given product. (1) Given the product [Si:1]([O:8][C:9]1[CH:16]=[CH:15][C:12]([CH2:13][OH:14])=[CH:11][CH:10]=1)([C:4]([CH3:7])([CH3:6])[CH3:5])([CH3:3])[CH3:2], predict the reactants needed to synthesize it. The reactants are: [Si:1]([O:8][C:9]1[CH:16]=[CH:15][C:12]([CH:13]=[O:14])=[CH:11][CH:10]=1)([C:4]([CH3:7])([CH3:6])[CH3:5])([CH3:3])[CH3:2].[BH4-].[Na+].O. (2) The reactants are: [F:1][C:2]([F:21])([F:20])[C:3]1[N:8]=[CH:7][C:6]([CH:9]2[CH2:14][CH:13](CS([O-])(=O)=O)[CH2:12][CH2:11][O:10]2)=[CH:5][N:4]=1.C([O-])([O-])=O.[K+].[K+].[F:28][C:29]([F:38])([F:37])[C:30]1[CH:31]=[C:32]([SH:36])[CH:33]=[CH:34][CH:35]=1. Given the product [F:21][C:2]([F:1])([F:20])[C:3]1[N:4]=[CH:5][C:6]([CH:9]2[CH2:14][CH:13]([S:36][C:32]3[CH:33]=[CH:34][CH:35]=[C:30]([C:29]([F:28])([F:37])[F:38])[CH:31]=3)[CH2:12][CH2:11][O:10]2)=[CH:7][N:8]=1, predict the reactants needed to synthesize it.